Dataset: Catalyst prediction with 721,799 reactions and 888 catalyst types from USPTO. Task: Predict which catalyst facilitates the given reaction. Reactant: [C:1]([CH:3]1[C:7](=O)[CH2:6][N:5]([C:9]([O:11][C:12]([CH3:15])([CH3:14])[CH3:13])=[O:10])[CH2:4]1)#[N:2].C([O-])=O.[NH4+:19]. Product: [NH2:19][C:7]1[CH2:6][N:5]([C:9]([O:11][C:12]([CH3:15])([CH3:14])[CH3:13])=[O:10])[CH2:4][C:3]=1[C:1]#[N:2]. The catalyst class is: 8.